This data is from Reaction yield outcomes from USPTO patents with 853,638 reactions. The task is: Predict the reaction yield, written as a fraction of the theoretical maximum amount of product (1.0 means a 100% yield; for example, 0.34 means a 34% yield). (1) The reactants are Br[C:2]1[N:3]([CH:17]([CH3:19])[CH3:18])[C:4]2[CH:5]=[C:6]([Cl:16])[CH:7]=[C:8]([C:12]([O:14][CH3:15])=[O:13])[C:9]=2[C:10]=1[CH3:11].[C:20]([O:24][C:25]([NH:27][CH2:28][CH2:29][B-](F)(F)F)=[O:26])([CH3:23])([CH3:22])[CH3:21].[K+].C([O-])([O-])=O.[Cs+].[Cs+].CC(OC1C=CC=C(OC(C)C)C=1C1C(P(C2CCCCC2)C2CCCCC2)=CC=CC=1)C. The catalyst is C1(C)C=CC=CC=1.O.CCOC(C)=O.C([O-])(=O)C.[Pd+2].C([O-])(=O)C. The product is [C:20]([O:24][C:25]([NH:27][CH2:28][CH2:29][C:2]1[N:3]([CH:17]([CH3:19])[CH3:18])[C:4]2[CH:5]=[C:6]([Cl:16])[CH:7]=[C:8]([C:12]([O:14][CH3:15])=[O:13])[C:9]=2[C:10]=1[CH3:11])=[O:26])([CH3:23])([CH3:22])[CH3:21]. The yield is 0.337. (2) The reactants are [S:1]1[C:5]2[CH:6]=[CH:7][CH:8]=[CH:9][C:4]=2[N:3]=[C:2]1[S:10][CH2:11][C:12]([OH:14])=O.[CH3:15][C:16]1[CH:17]=[CH:18][CH:19]=[C:20]2[C:25]=1[NH:24][CH2:23][CH2:22][CH2:21]2. No catalyst specified. The product is [S:1]1[C:5]2[CH:6]=[CH:7][CH:8]=[CH:9][C:4]=2[N:3]=[C:2]1[S:10][CH2:11][C:12]([N:24]1[C:25]2[C:20](=[CH:19][CH:18]=[CH:17][C:16]=2[CH3:15])[CH2:21][CH2:22][CH2:23]1)=[O:14]. The yield is 0.390. (3) The reactants are [CH2:1]([O:3][C:4](=[O:12])[C:5]1[CH:10]=[CH:9][C:8]([NH2:11])=[CH:7][CH:6]=1)[CH3:2].[F:13][C:14]1[CH:15]=[CH:16][C:17]([CH3:22])=[C:18]([CH:21]=1)[CH:19]=O. The catalyst is C(O)C. The product is [CH2:1]([O:3][C:4](=[O:12])[C:5]1[CH:10]=[CH:9][C:8]([N:11]=[CH:19][C:18]2[CH:21]=[C:14]([F:13])[CH:15]=[CH:16][C:17]=2[CH3:22])=[CH:7][CH:6]=1)[CH3:2]. The yield is 0.700. (4) The reactants are [CH3:1][O:2][C:3]1[CH:4]=[C:5]([CH:7]=[C:8]([O:11][CH3:12])[C:9]=1[CH3:10])[NH2:6].C(=O)([O-])[O-].[K+].[K+].[CH3:19][C:20]([O:23][C:24](O[C:24]([O:23][C:20]([CH3:22])([CH3:21])[CH3:19])=[O:25])=[O:25])([CH3:22])[CH3:21]. The catalyst is O1CCOCC1.O. The product is [C:20]([O:23][C:24](=[O:25])[NH:6][C:5]1[CH:7]=[C:8]([O:11][CH3:12])[C:9]([CH3:10])=[C:3]([O:2][CH3:1])[CH:4]=1)([CH3:22])([CH3:21])[CH3:19]. The yield is 0.810. (5) The reactants are [CH2:1]([O:3][C:4]([C:6]1([NH:11][C:12]([CH:14]2[CH2:18][CH:17]([O:19][C:20]3[C:29]4[C:24](=[C:25]([CH3:32])[C:26]([O:30][CH3:31])=[CH:27][CH:28]=4)[N:23]=C(C4C=CC=C(C)N=4)[CH:21]=3)[CH2:16][CH:15]2[C:40](O)=[O:41])=[O:13])[CH2:8][CH:7]1[CH:9]=[CH2:10])=[O:5])[CH3:2].Cl.[CH3:44][NH:45][CH2:46][CH2:47][CH2:48][CH2:49][CH:50]=[CH2:51].[CH:52]([N:55]([CH:58]([CH3:60])[CH3:59])CC)([CH3:54])[CH3:53].[CH3:61]N(C(ON1N=NC2C=CC=NC1=2)=[N+](C)C)C.F[P-](F)(F)(F)(F)F. The catalyst is CN(C=O)C. The product is [CH2:1]([O:3][C:4]([C:6]1([NH:11][C:12]([CH:14]2[CH2:18][CH:17]([O:19][C:20]3[C:29]4[C:24](=[C:25]([CH3:32])[C:26]([O:30][CH3:31])=[CH:27][CH:28]=4)[N:23]=[C:60]([C:58]4[CH:59]=[CH:61][CH:54]=[C:52]([CH3:53])[N:55]=4)[CH:21]=3)[CH2:16][CH:15]2[C:40](=[O:41])[N:45]([CH2:46][CH2:47][CH2:48][CH2:49][CH:50]=[CH2:51])[CH3:44])=[O:13])[CH2:8][CH:7]1[CH:9]=[CH2:10])=[O:5])[CH3:2]. The yield is 0.820. (6) The reactants are [F:1][C:2]1[CH:7]=[CH:6][CH:5]=[C:4]([F:8])[C:3]=1[NH:9][C:10]([C:12]1[Se:13][C:14](Br)=[CH:15][CH:16]=1)=[O:11].[CH3:18][C:19]1[C:27](B2OC(C)(C)C(C)(C)O2)=[CH:26][C:22]2[N:23]=[CH:24][S:25][C:21]=2[CH:20]=1.C(=O)([O-])[O-].[Na+].[Na+].CC(=O)OCC.[Cl-].[Na+].O. The catalyst is COCCOC.CCO.O.[Pd].C1(P(C2C=CC=CC=2)C2C=CC=CC=2)C=CC=CC=1.C1(P(C2C=CC=CC=2)C2C=CC=CC=2)C=CC=CC=1.C1(P(C2C=CC=CC=2)C2C=CC=CC=2)C=CC=CC=1.C1(P(C2C=CC=CC=2)C2C=CC=CC=2)C=CC=CC=1. The product is [F:1][C:2]1[CH:7]=[CH:6][CH:5]=[C:4]([F:8])[C:3]=1[NH:9][C:10]([C:12]1[Se:13][C:14]([C:27]2[C:19]([CH3:18])=[CH:20][C:21]3[S:25][CH:24]=[N:23][C:22]=3[CH:26]=2)=[CH:15][CH:16]=1)=[O:11]. The yield is 0.415. (7) The reactants are CC#N.[OH2:4].[CH2:5]=[CH:6][CH2:7][CH2:8][CH2:9][CH2:10][CH2:11][CH2:12][CH2:13][CH2:14][CH2:15][CH3:16].C(Cl)Cl. The catalyst is CC#N. The product is [CH2:7]([CH:6]1[CH2:5][O:4]1)[CH2:8][CH2:9][CH2:10][CH2:11][CH2:12][CH2:13][CH2:14][CH2:15][CH3:16]. The yield is 0.990. (8) The reactants are Br[C:2]1[CH:10]=[CH:9][CH:8]=[C:7]2[C:3]=1[CH:4]=[CH:5][NH:6]2.[F:11][C:12]([F:24])([F:23])[O:13][C:14]1[CH:19]=[CH:18][C:17](B(O)O)=[CH:16][CH:15]=1.[OH-].[Na+]. The catalyst is C1COCC1.[Pd].C(OCC)(=O)C. The product is [F:11][C:12]([F:23])([F:24])[O:13][C:14]1[CH:15]=[C:16]([C:2]2[CH:10]=[CH:9][CH:8]=[C:7]3[C:3]=2[CH:4]=[CH:5][NH:6]3)[CH:17]=[CH:18][CH:19]=1. The yield is 0.780. (9) The reactants are [Cl:1][C:2]1[CH:10]=[C:9]2[C:5]([C:6]([CH:11]=[O:12])=[CH:7][NH:8]2)=[CH:4][C:3]=1[C:13]1[CH:18]=[CH:17][C:16]([C:19]2([OH:23])[CH2:22][O:21][CH2:20]2)=[CH:15][CH:14]=1.CC(=CC)C.Cl([O-])=[O:30].[Na+].O.OP([O-])(O)=O.[Na+]. The catalyst is CC#N.O. The product is [Cl:1][C:2]1[CH:10]=[C:9]2[C:5]([C:6]([C:11]([OH:30])=[O:12])=[CH:7][NH:8]2)=[CH:4][C:3]=1[C:13]1[CH:18]=[CH:17][C:16]([C:19]2([OH:23])[CH2:22][O:21][CH2:20]2)=[CH:15][CH:14]=1. The yield is 0.340.